Dataset: Reaction yield outcomes from USPTO patents with 853,638 reactions. Task: Predict the reaction yield, written as a fraction of the theoretical maximum amount of product (1.0 means a 100% yield; for example, 0.34 means a 34% yield). (1) The reactants are [CH3:1][S:2][C:3]1[CH:8]=[CH:7][C:6](B(O)O)=[CH:5][CH:4]=1.P([O-])([O-])([O-])=O.[K+].[K+].[K+].C([O:22][C:23]([C:25]1[CH:26]=[N:27][N:28]2[C:33]([CH:34]3[CH2:39][CH2:38][CH2:37][CH2:36][CH2:35]3)=[C:32](Br)[CH:31]=[N:30][C:29]=12)=[O:24])C.[Li+].[OH-].Cl. The catalyst is [Pd].O1CCOCC1.O1CCCC1.C(OCC)(=O)C. The product is [CH:34]1([C:33]2[N:28]3[N:27]=[CH:26][C:25]([C:23]([OH:24])=[O:22])=[C:29]3[N:30]=[CH:31][C:32]=2[C:6]2[CH:7]=[CH:8][C:3]([S:2][CH3:1])=[CH:4][CH:5]=2)[CH2:35][CH2:36][CH2:37][CH2:38][CH2:39]1. The yield is 0.560. (2) The reactants are [F:1][C:2]1[CH:7]=[CH:6][CH:5]=[CH:4][C:3]=1[C@@H:8]([N:20]1[CH2:25][CH2:24][CH2:23][CH2:22][CH2:21]1)[C:9]([O:11][C@H](C1C=CC=CC=1)C)=[O:10]. The catalyst is C(O)C.[OH-].[OH-].[Pd+2]. The product is [F:1][C:2]1[CH:7]=[CH:6][CH:5]=[CH:4][C:3]=1[C@@H:8]([N:20]1[CH2:25][CH2:24][CH2:23][CH2:22][CH2:21]1)[C:9]([OH:11])=[O:10]. The yield is 0.980. (3) The catalyst is CCOCC.CN(C1C=CN=CC=1)C. The yield is 0.230. The product is [CH3:1][O:2][C:3](=[O:12])[C:4]1[CH:9]=[CH:8][C:7]([O:10][C:21](=[O:22])[CH3:20])=[CH:6][C:5]=1[OH:11]. The reactants are [CH3:1][O:2][C:3](=[O:12])[C:4]1[CH:9]=[CH:8][C:7]([OH:10])=[CH:6][C:5]=1[OH:11].CCN(CC)CC.[CH3:20][C:21](OC(C)=O)=[O:22]. (4) The reactants are [OH:1][C:2]1[CH:21]=[CH:20][CH:19]=[CH:18][C:3]=1[C:4]([NH:6][CH:7]([CH3:17])[CH2:8][NH:9]C(=O)OC(C)(C)C)=[O:5]. The catalyst is Cl.CO. The product is [NH2:9][CH2:8][CH:7]([NH:6][C:4](=[O:5])[C:3]1[CH:18]=[CH:19][CH:20]=[CH:21][C:2]=1[OH:1])[CH3:17]. The yield is 0.960. (5) The reactants are [CH2:1]([O:8][C@@H:9]1[CH2:13][C@H:12]([O:14][C:15]2[C:20]([F:21])=[CH:19][C:18]([S:22]([N:25](CC3C=CC(OC)=CC=3OC)[C:26]3[CH:31]=[CH:30][N:29]=[CH:28][N:27]=3)(=[O:24])=[O:23])=[C:17]([F:43])[CH:16]=2)[C@@H:11]([C:44]2[N:48]([CH3:49])[N:47]=[CH:46][CH:45]=2)[CH2:10]1)[C:2]1[CH:7]=[CH:6][CH:5]=[CH:4][CH:3]=1.C([SiH](CC)CC)C.FC(F)(F)C(O)=O. The product is [CH2:1]([O:8][C@@H:9]1[CH2:13][C@H:12]([O:14][C:15]2[C:20]([F:21])=[CH:19][C:18]([S:22]([NH:25][C:26]3[CH:31]=[CH:30][N:29]=[CH:28][N:27]=3)(=[O:23])=[O:24])=[C:17]([F:43])[CH:16]=2)[C@@H:11]([C:44]2[N:48]([CH3:49])[N:47]=[CH:46][CH:45]=2)[CH2:10]1)[C:2]1[CH:7]=[CH:6][CH:5]=[CH:4][CH:3]=1. The catalyst is ClCCl. The yield is 0.810. (6) The reactants are [Cl:1][C:2]1[C:3](I)=[N:4][C:5]([S:8][CH3:9])=[N:6][CH:7]=1.[Br-].[CH3:12][C:13]1[C:14]([Zn+])=[N:15][CH:16]=[CH:17][CH:18]=1.CCOC(C)=O.O. The catalyst is C1COCC1.C1C=CC([P]([Pd]([P](C2C=CC=CC=2)(C2C=CC=CC=2)C2C=CC=CC=2)([P](C2C=CC=CC=2)(C2C=CC=CC=2)C2C=CC=CC=2)[P](C2C=CC=CC=2)(C2C=CC=CC=2)C2C=CC=CC=2)(C2C=CC=CC=2)C2C=CC=CC=2)=CC=1. The product is [Cl:1][C:2]1[C:3]([C:14]2[C:13]([CH3:12])=[CH:18][CH:17]=[CH:16][N:15]=2)=[N:4][C:5]([S:8][CH3:9])=[N:6][CH:7]=1. The yield is 0.640.